From a dataset of Aqueous solubility values for 9,982 compounds from the AqSolDB database. Regression/Classification. Given a drug SMILES string, predict its absorption, distribution, metabolism, or excretion properties. Task type varies by dataset: regression for continuous measurements (e.g., permeability, clearance, half-life) or binary classification for categorical outcomes (e.g., BBB penetration, CYP inhibition). For this dataset (solubility_aqsoldb), we predict Y. The drug is CC(Cl)C(Cl)Cl. The Y is -1.89 log mol/L.